From a dataset of Catalyst prediction with 721,799 reactions and 888 catalyst types from USPTO. Predict which catalyst facilitates the given reaction. Reactant: [CH:1]1([N:5]2[CH2:11][CH2:10][C:9]3[CH:12]=[C:13]([CH2:16][CH2:17][NH2:18])[CH:14]=[CH:15][C:8]=3[CH2:7][CH2:6]2)[CH2:4][CH2:3][CH2:2]1.[C:19](Cl)(=[O:26])[C:20]1[CH:25]=[CH:24][CH:23]=[N:22][CH:21]=1. Product: [CH:1]1([N:5]2[CH2:11][CH2:10][C:9]3[CH:12]=[C:13]([CH2:16][CH2:17][NH:18][C:19](=[O:26])[C:20]4[CH:25]=[CH:24][CH:23]=[N:22][CH:21]=4)[CH:14]=[CH:15][C:8]=3[CH2:7][CH2:6]2)[CH2:4][CH2:3][CH2:2]1. The catalyst class is: 17.